From a dataset of Reaction yield outcomes from USPTO patents with 853,638 reactions. Predict the reaction yield, written as a fraction of the theoretical maximum amount of product (1.0 means a 100% yield; for example, 0.34 means a 34% yield). (1) The reactants are [CH2:1]([N:8]1[C@@H:13]2[C@H:14]([C:16]([NH2:18])=[O:17])[CH2:15][C@@:9]1([C:35]1[CH:40]=[CH:39][CH:38]=[CH:37][CH:36]=1)[C@H:10]([O:19][CH2:20][C:21]1[CH:26]=[C:25]([C:27]([F:30])([F:29])[F:28])[CH:24]=[C:23]([C:31]([F:34])([F:33])[F:32])[CH:22]=1)[CH2:11][CH2:12]2)[C:2]1[CH:7]=[CH:6][CH:5]=[CH:4][CH:3]=1.Cl[CH2:42][C:43](=O)[CH3:44].CN(C)C=O. The catalyst is C(OCC)C. The product is [CH2:1]([N:8]1[C@@H:13]2[C@H:14]([C:16]3[O:17][CH:42]=[C:43]([CH3:44])[N:18]=3)[CH2:15][C@@:9]1([C:35]1[CH:40]=[CH:39][CH:38]=[CH:37][CH:36]=1)[C@H:10]([O:19][CH2:20][C:21]1[CH:22]=[C:23]([C:31]([F:32])([F:33])[F:34])[CH:24]=[C:25]([C:27]([F:29])([F:30])[F:28])[CH:26]=1)[CH2:11][CH2:12]2)[C:2]1[CH:7]=[CH:6][CH:5]=[CH:4][CH:3]=1. The yield is 0.120. (2) The reactants are [CH3:1][C@H:2]1[CH2:6][CH2:5][CH2:4][N:3]1[C:7]1[N:12]=[C:11]([NH:13][C:14]2[C:15]3[N:16]([N:41]=[CH:42][N:43]=3)[CH:17]=[C:18]([C:20]3[CH:21]=[C:22]([CH:38]=[CH:39][CH:40]=3)[CH2:23][NH:24][CH:25]3[CH2:30][CH2:29][N:28](C(OC(C)(C)C)=O)[CH2:27][CH2:26]3)[CH:19]=2)[CH:10]=[CH:9][CH:8]=1.[C:44]([OH:50])([C:46]([F:49])([F:48])[F:47])=[O:45].C(Cl)Cl. No catalyst specified. The product is [F:47][C:46]([F:49])([F:48])[C:44]([OH:50])=[O:45].[CH3:1][C@H:2]1[CH2:6][CH2:5][CH2:4][N:3]1[C:7]1[N:12]=[C:11]([NH:13][C:14]2[C:15]3[N:16]([N:41]=[CH:42][N:43]=3)[CH:17]=[C:18]([C:20]3[CH:40]=[CH:39][CH:38]=[C:22]([CH2:23][NH:24][CH:25]4[CH2:30][CH2:29][NH:28][CH2:27][CH2:26]4)[CH:21]=3)[CH:19]=2)[CH:10]=[CH:9][CH:8]=1. The yield is 0.250. (3) The reactants are C[O:2][C:3](=O)[CH:4]=[CH:5][C:6]1[CH:11]=[CH:10][C:9]([CH2:12][N:13]([CH2:25][CH2:26][C:27]2[C:35]3[C:30](=[CH:31][CH:32]=[CH:33][CH:34]=3)[NH:29][CH:28]=2)[C:14]([NH:16][C:17](=[O:24])[C:18]2[CH:23]=[CH:22][CH:21]=[CH:20][CH:19]=2)=[O:15])=[CH:8][CH:7]=1.Cl.[NH2:38][OH:39].C[O-].[Na+].C(=O)=O.Cl. The catalyst is CO.O. The product is [C:17]([NH:16][C:14](=[O:15])[N:13]([CH2:12][C:9]1[CH:8]=[CH:7][C:6]([CH:5]=[CH:4][C:3]([NH:38][OH:39])=[O:2])=[CH:11][CH:10]=1)[CH2:25][CH2:26][C:27]1[C:35]2[C:30](=[CH:31][CH:32]=[CH:33][CH:34]=2)[NH:29][CH:28]=1)(=[O:24])[C:18]1[CH:19]=[CH:20][CH:21]=[CH:22][CH:23]=1. The yield is 0.300. (4) The reactants are Br[C:2]1[C:10]2[C:5](=[CH:6][CH:7]=[C:8]([C:11]#[N:12])[CH:9]=2)[N:4]([CH:13]2[CH2:18][CH2:17][CH2:16][CH2:15][O:14]2)[N:3]=1.[CH:19]([C:22]1[CH:27]=[CH:26][C:25](B(O)O)=[CH:24][CH:23]=1)([CH3:21])[CH3:20].ClCCl.P([O-])([O-])([O-])=O.[K+].[K+].[K+]. The catalyst is COCCOC.C1(P(C2C=CC=CC=2)[C-]2C=CC=C2)C=CC=CC=1.[C-]1(P(C2C=CC=CC=2)C2C=CC=CC=2)C=CC=C1.[Fe+2]. The product is [CH3:20][CH:19]([C:22]1[CH:27]=[CH:26][C:25]([C:2]2[C:10]3[C:5](=[CH:6][CH:7]=[C:8]([C:11]#[N:12])[CH:9]=3)[N:4]([CH:13]3[CH2:18][CH2:17][CH2:16][CH2:15][O:14]3)[N:3]=2)=[CH:24][CH:23]=1)[CH3:21]. The yield is 0.810. (5) The yield is 0.670. The product is [CH3:1][C:2]1[N:7]=[CH:6][C:5]([C:8]2([C:14]([OH:19])=[O:16])[CH2:13][CH2:12][O:11][CH2:10][CH2:9]2)=[CH:4][N:3]=1. No catalyst specified. The reactants are [CH3:1][C:2]1[N:7]=[CH:6][C:5]([C:8]2([C:14]#N)[CH2:13][CH2:12][O:11][CH2:10][CH2:9]2)=[CH:4][N:3]=1.[OH-:16].[Na+].C[OH:19].O. (6) The reactants are [NH2:1][C:2]1[CH:3]=[C:4]([C:9]2[CH:10]=[CH:11][C:12]3[O:18][CH2:17][CH2:16][N:15]([C:19]([O:21][C:22]([CH3:25])([CH3:24])[CH3:23])=[O:20])[CH2:14][C:13]=3[CH:26]=2)[CH:5]=[N:6][C:7]=1[NH2:8].[CH3:27][O:28][C:29]([NH:31][C:32](=NC(OC)=O)SC)=[O:30]. The catalyst is C(O)(=O)C. The product is [CH3:27][O:28][C:29]([NH:31][C:32]1[NH:1][C:2]2[C:7]([N:8]=1)=[N:6][CH:5]=[C:4]([C:9]1[CH:10]=[CH:11][C:12]3[O:18][CH2:17][CH2:16][N:15]([C:19]([O:21][C:22]([CH3:23])([CH3:25])[CH3:24])=[O:20])[CH2:14][C:13]=3[CH:26]=1)[CH:3]=2)=[O:30]. The yield is 0.830. (7) The reactants are C(O[CH2:9][C@@H:10]1[C@@H:14]([CH2:15][CH2:16][CH2:17][CH3:18])[CH2:13][N:12]([C@@H:19]([C:25]([CH3:28])([CH3:27])[CH3:26])[C:20]([N:22]([CH3:24])[CH3:23])=[O:21])[C:11]1=[O:29])C1C=CC=CC=1.CC(OI1(OC(C)=O)(OC(C)=O)OC(=O)C2C=CC=CC1=2)=O.Cl.[CH2:53]([O:60][NH2:61])[C:54]1[CH:59]=[CH:58][CH:57]=[CH:56][CH:55]=1. The catalyst is CO.[Pd].ClCCl.[OH-].[Na+].ClCCl. The product is [CH2:53]([O:60][N:61]=[CH:9][C@@H:10]1[C@@H:14]([CH2:15][CH2:16][CH2:17][CH3:18])[CH2:13][N:12]([C@@H:19]([C:25]([CH3:27])([CH3:26])[CH3:28])[C:20]([N:22]([CH3:23])[CH3:24])=[O:21])[C:11]1=[O:29])[C:54]1[CH:59]=[CH:58][CH:57]=[CH:56][CH:55]=1. The yield is 0.610.